Dataset: Peptide-MHC class II binding affinity with 134,281 pairs from IEDB. Task: Regression. Given a peptide amino acid sequence and an MHC pseudo amino acid sequence, predict their binding affinity value. This is MHC class II binding data. (1) The MHC is DRB3_0202 with pseudo-sequence DRB3_0202. The peptide sequence is SGSEAYQGVQQKWDA. The binding affinity (normalized) is 0. (2) The MHC is HLA-DQA10201-DQB10303 with pseudo-sequence HLA-DQA10201-DQB10303. The peptide sequence is MKVVNRWLFRHLARE. The binding affinity (normalized) is 0.